Dataset: Reaction yield outcomes from USPTO patents with 853,638 reactions. Task: Predict the reaction yield, written as a fraction of the theoretical maximum amount of product (1.0 means a 100% yield; for example, 0.34 means a 34% yield). (1) The reactants are [CH:1]1([C:4]2[CH:15]=[C:14]([F:16])[C:7]3[C:8](=[O:13])[NH:9][CH2:10][CH2:11][O:12][C:6]=3[CH:5]=2)[CH2:3][CH2:2]1.[H-].[Na+].[Br:19][C:20]1[CH:25]=[CH:24][C:23]([CH2:26]Br)=[C:22]([CH3:28])[CH:21]=1. The catalyst is CN(C)C=O. The product is [Br:19][C:20]1[CH:25]=[CH:24][C:23]([CH2:26][N:9]2[C:8](=[O:13])[C:7]3[C:14]([F:16])=[CH:15][C:4]([CH:1]4[CH2:3][CH2:2]4)=[CH:5][C:6]=3[O:12][CH2:11][CH2:10]2)=[C:22]([CH3:28])[CH:21]=1. The yield is 0.900. (2) The catalyst is [OH-].[Na+]. The reactants are [NH2:1][CH:2]([CH2:6][C:7]1[CH:12]=[CH:11][CH:10]=[CH:9][CH:8]=1)[C:3]([OH:5])=[O:4].C([O-])([O-])=O.[Na+].[Na+].Cl[C:20]([O:22][CH3:23])=[O:21]. The product is [CH3:23][O:22][C:20]([NH:1][CH:2]([CH2:6][C:7]1[CH:12]=[CH:11][CH:10]=[CH:9][CH:8]=1)[C:3]([OH:5])=[O:4])=[O:21]. The yield is 0.870. (3) The reactants are [C:1]([O:5][C:6](=[O:17])[CH2:7][O:8][C:9]1[CH:14]=[CH:13][C:12](Cl)=[CH:11][C:10]=1[Br:16])([CH3:4])([CH3:3])[CH3:2].BrC1C=C([F:25])C=CC=1O.BrCC(OC(C)(C)C)=O. No catalyst specified. The product is [C:1]([O:5][C:6](=[O:17])[CH2:7][O:8][C:9]1[CH:14]=[CH:13][C:12]([F:25])=[CH:11][C:10]=1[Br:16])([CH3:4])([CH3:3])[CH3:2]. The yield is 1.00. (4) The reactants are [C:1](=O)([O-])[O-].[Na+].[Na+].CI.[F:9][C:10]([F:47])([F:46])[C:11]1[CH:12]=[C:13]([CH:39]=[C:40]([C:42]([F:45])([F:44])[F:43])[CH:41]=1)[CH2:14][N:15]([C:34]1[NH:38][N:37]=[N:36][N:35]=1)[CH:16]1[CH2:22][CH2:21][CH2:20][N:19]([C:23]([O:25][CH:26]([CH3:28])[CH3:27])=[O:24])[C:18]2[CH:29]=[C:30]([Cl:33])[CH:31]=[CH:32][C:17]1=2.O. The catalyst is CN(C)C=O.CC(C)=O.ClCCl. The product is [F:45][C:42]([F:43])([F:44])[C:40]1[CH:39]=[C:13]([CH:12]=[C:11]([C:10]([F:9])([F:46])[F:47])[CH:41]=1)[CH2:14][N:15]([C:34]1[N:35]=[N:36][N:37]([CH3:1])[N:38]=1)[CH:16]1[CH2:22][CH2:21][CH2:20][N:19]([C:23]([O:25][CH:26]([CH3:28])[CH3:27])=[O:24])[C:18]2[CH:29]=[C:30]([Cl:33])[CH:31]=[CH:32][C:17]1=2. The yield is 0.700. (5) The reactants are [CH3:1][C:2]1[CH:7]=[C:6]([N+:8]([O-])=O)[C:5]([O:11][CH3:12])=[CH:4][C:3]=1[N:13]1[CH2:19][CH2:18][CH2:17][N:16]([CH2:20][CH2:21][S:22]([CH3:25])(=[O:24])=[O:23])[CH2:15][CH2:14]1. The catalyst is CCOC(C)=O.CO. The product is [CH3:1][C:2]1[C:3]([N:13]2[CH2:19][CH2:18][CH2:17][N:16]([CH2:20][CH2:21][S:22]([CH3:25])(=[O:23])=[O:24])[CH2:15][CH2:14]2)=[CH:4][C:5]([O:11][CH3:12])=[C:6]([CH:7]=1)[NH2:8]. The yield is 0.910. (6) The reactants are O[Li].O.SCC(O)=O.[CH2:9]([O:16][N:17]([C@H:30]1[CH2:35][N:34]([C:36]([O:38][C:39]([CH3:42])([CH3:41])[CH3:40])=[O:37])[C@H:33]([C:43]([O:45][CH2:46][CH3:47])=[O:44])[CH2:32][CH2:31]1)S(C1C=CC=CC=1[N+]([O-])=O)(=O)=O)[C:10]1[CH:15]=[CH:14][CH:13]=[CH:12][CH:11]=1. The catalyst is CN(C=O)C.O. The product is [CH2:9]([O:16][NH:17][C@H:30]1[CH2:35][N:34]([C:36]([O:38][C:39]([CH3:41])([CH3:42])[CH3:40])=[O:37])[C@H:33]([C:43]([O:45][CH2:46][CH3:47])=[O:44])[CH2:32][CH2:31]1)[C:10]1[CH:15]=[CH:14][CH:13]=[CH:12][CH:11]=1. The yield is 0.850.